From a dataset of NCI-60 drug combinations with 297,098 pairs across 59 cell lines. Regression. Given two drug SMILES strings and cell line genomic features, predict the synergy score measuring deviation from expected non-interaction effect. (1) Drug 1: CCC1(CC2CC(C3=C(CCN(C2)C1)C4=CC=CC=C4N3)(C5=C(C=C6C(=C5)C78CCN9C7C(C=CC9)(C(C(C8N6C)(C(=O)OC)O)OC(=O)C)CC)OC)C(=O)OC)O. Drug 2: CCN(CC)CCNC(=O)C1=C(NC(=C1C)C=C2C3=C(C=CC(=C3)F)NC2=O)C. Cell line: NCIH23. Synergy scores: CSS=71.4, Synergy_ZIP=-1.02, Synergy_Bliss=-2.37, Synergy_Loewe=-5.97, Synergy_HSA=2.08. (2) Drug 1: C1=CC(=CC=C1CCC2=CNC3=C2C(=O)NC(=N3)N)C(=O)NC(CCC(=O)O)C(=O)O. Drug 2: CC(C)CN1C=NC2=C1C3=CC=CC=C3N=C2N. Cell line: CCRF-CEM. Synergy scores: CSS=36.4, Synergy_ZIP=5.09, Synergy_Bliss=2.08, Synergy_Loewe=-17.5, Synergy_HSA=2.18.